This data is from TCR-epitope binding with 47,182 pairs between 192 epitopes and 23,139 TCRs. The task is: Binary Classification. Given a T-cell receptor sequence (or CDR3 region) and an epitope sequence, predict whether binding occurs between them. The epitope is VLWAHGFEL. The TCR CDR3 sequence is CATSDGVRANTGELFF. Result: 1 (the TCR binds to the epitope).